From a dataset of Reaction yield outcomes from USPTO patents with 853,638 reactions. Predict the reaction yield, written as a fraction of the theoretical maximum amount of product (1.0 means a 100% yield; for example, 0.34 means a 34% yield). (1) The reactants are [CH2:1]([N:3]1[C:7]([C:8]2[O:9][CH:10]=[CH:11][CH:12]=2)=[N:6][N:5]=[C:4]1[S:13][CH2:14][C:15]1[N:19]=[C:18]([C:20]2[CH:21]=[C:22]([CH:25]=[CH:26][C:27]=2F)[C:23]#[N:24])[O:17][N:16]=1)[CH3:2].[H-].[Na+].CN(C=[O:35])C. No catalyst specified. The product is [CH2:1]([N:3]1[C:7]([C:8]2[O:9][CH:10]=[CH:11][CH:12]=2)=[N:6][N:5]=[C:4]1[S:13][CH2:14][C:15]1[N:19]=[C:18]([C:20]2[CH:21]=[C:22]([CH:25]=[CH:26][C:27]=2[OH:35])[C:23]#[N:24])[O:17][N:16]=1)[CH3:2]. The yield is 0.410. (2) The yield is 0.710. The product is [CH2:7]([CH:5]1[CH2:6][CH:4]1[OH:3])[CH2:8][CH2:9][CH:10]=[CH2:11]. The reactants are C[Si](C)(C)[O:3][C@H:4]1[CH2:6][C@@H:5]1[CH2:7][CH2:8][CH2:9][CH:10]=[CH2:11].CCCC[N+](CCCC)(CCCC)CCCC.[F-].O. The catalyst is C1COCC1. (3) The reactants are Br[CH2:2][CH2:3][CH2:4][CH2:5][CH2:6][Br:7].[C:8]1([C:15]2[CH:20]=[CH:19][CH:18]=[CH:17][CH:16]=2)[CH:13]=[CH:12][C:11]([OH:14])=[CH:10][CH:9]=1.C([O-])([O-])=O.[Cs+].[Cs+].O. The catalyst is CN(C=O)C. The product is [Br:7][CH2:6][CH2:5][CH2:4][CH2:3][CH2:2][O:14][C:11]1[CH:10]=[CH:9][C:8]([C:15]2[CH:20]=[CH:19][CH:18]=[CH:17][CH:16]=2)=[CH:13][CH:12]=1. The yield is 0.480. (4) The reactants are [CH3:1][O:2][C:3]1[CH:8]=[CH:7][C:6](B(O)O)=[CH:5][N:4]=1.[Cl:12][C:13]1[CH:14]=[C:15](I)[N:16]2[C:21]=1[CH:20]=[N:19][C:18]([S:22][CH3:23])=[N:17]2.C(=O)([O-])[O-].[Na+].[Na+].O. The catalyst is C1C=CC([P]([Pd]([P](C2C=CC=CC=2)(C2C=CC=CC=2)C2C=CC=CC=2)([P](C2C=CC=CC=2)(C2C=CC=CC=2)C2C=CC=CC=2)[P](C2C=CC=CC=2)(C2C=CC=CC=2)C2C=CC=CC=2)(C2C=CC=CC=2)C2C=CC=CC=2)=CC=1.O1CCOCC1. The product is [Cl:12][C:13]1[CH:14]=[C:15]([C:6]2[CH:5]=[N:4][C:3]([O:2][CH3:1])=[CH:8][CH:7]=2)[N:16]2[C:21]=1[CH:20]=[N:19][C:18]([S:22][CH3:23])=[N:17]2. The yield is 0.810. (5) The reactants are [CH3:1][O:2][C@H:3]1[CH2:8][CH2:7][C@H:6]([CH2:9][N:10]2[C:15](=[O:16])[CH2:14][NH:13][C:12]3[N:17]=[CH:18][C:19]([C:21]4[C:22]([CH3:30])=[CH:23][C:24]([C:27]([NH2:29])=[O:28])=[N:25][CH:26]=4)=[N:20][C:11]2=3)[CH2:5][CH2:4]1.C(O[CH:37](OCC(C)(C)C)[N:38]([CH3:40])[CH3:39])C(C)(C)C. The catalyst is O1CCCC1. The product is [CH3:37][N:38](/[CH:40]=[N:29]\[C:27](=[O:28])[C:24]1[CH:23]=[C:22]([CH3:30])[C:21]([C:19]2[CH:18]=[N:17][C:12]3[NH:13][CH2:14][C:15](=[O:16])[N:10]([CH2:9][C@H:6]4[CH2:7][CH2:8][C@H:3]([O:2][CH3:1])[CH2:4][CH2:5]4)[C:11]=3[N:20]=2)=[CH:26][N:25]=1)[CH3:39]. The yield is 1.00. (6) The reactants are [Br:1][C:2]1[CH:3]=[C:4]2[C:8](=[CH:9][CH:10]=1)[NH:7][C:6](=[O:11])[C:5]2=O.[CH3:13][O:14][C:15]1[CH:24]=[CH:23][C:18]([C:19]([NH:21][NH2:22])=[O:20])=[CH:17][CH:16]=1. The catalyst is C(O)(=O)C. The product is [CH3:13][O:14][C:15]1[CH:16]=[CH:17][C:18]([C:19]([NH:21][N:22]=[C:5]2[C:4]3[C:8](=[CH:9][CH:10]=[C:2]([Br:1])[CH:3]=3)[NH:7][C:6]2=[O:11])=[O:20])=[CH:23][CH:24]=1. The yield is 0.570. (7) The reactants are Br[C:2]1[CH:3]=[C:4]([C:8]2[C:14]3[CH:15]=[C:16]([O:21][CH3:22])[C:17]([O:19][CH3:20])=[CH:18][C:13]=3[N:12]([CH3:23])[C:11](=[O:24])[CH2:10][N:9]=2)[CH:5]=[CH:6][CH:7]=1.ClC1C=C(B(O)O)C=CC=1.[C:35]([C:37]1[CH:42]=[CH:41][C:40](B(O)O)=[CH:39][CH:38]=1)#[N:36]. No catalyst specified. The product is [CH3:22][O:21][C:16]1[C:17]([O:19][CH3:20])=[CH:18][C:13]2[N:12]([CH3:23])[C:11](=[O:24])[CH2:10][N:9]=[C:8]([C:4]3[CH:3]=[C:2]([C:40]4[CH:41]=[CH:42][C:37]([C:35]#[N:36])=[CH:38][CH:39]=4)[CH:7]=[CH:6][CH:5]=3)[C:14]=2[CH:15]=1. The yield is 0.420. (8) The reactants are [OH:1][C:2]1[CH:7]=[CH:6][C:5]([CH2:8][CH2:9][CH2:10][OH:11])=[CH:4][CH:3]=1.I[CH2:13][CH2:14][CH2:15][CH2:16][CH2:17][CH2:18]I.N#N.[C:22](=[O:25])([O-])[O-].[K+].[K+]. The catalyst is CS(C)=O. The product is [OH:11][CH2:10][CH2:9][CH2:8][C:5]1[CH:4]=[CH:3][C:2]([O:1][CH2:13][CH2:14][CH2:15][CH2:16][CH2:17][CH2:18][O:1][C:2]2[CH:7]=[CH:6][C:5]([CH2:8][CH2:9][CH2:22][OH:25])=[CH:4][CH:3]=2)=[CH:7][CH:6]=1. The yield is 0.650. (9) The catalyst is C1(C)C=CC=CC=1.C([O-])(=O)C.[Pd+2].C([O-])(=O)C.O. The product is [F:8][C:5]1[CH:6]=[CH:7][C:2]([N:16]2[CH2:17][CH2:18][CH:14]([OH:13])[CH2:15]2)=[C:3]([C:9]([F:12])([F:11])[F:10])[CH:4]=1. The yield is 0.840. The reactants are Br[C:2]1[CH:7]=[CH:6][C:5]([F:8])=[CH:4][C:3]=1[C:9]([F:12])([F:11])[F:10].[OH:13][CH:14]1[CH2:18][CH2:17][NH:16][CH2:15]1.C1(P(C2C=CC=CC=2)C2C=CC3C(=CC=CC=3)C=2C2C3C(=CC=CC=3)C=CC=2P(C2C=CC=CC=2)C2C=CC=CC=2)C=CC=CC=1.C(=O)([O-])[O-].[Cs+].[Cs+].